Dataset: Catalyst prediction with 721,799 reactions and 888 catalyst types from USPTO. Task: Predict which catalyst facilitates the given reaction. (1) Reactant: [NH2:1][C:2]1[CH:20]=[CH:19][C:5]([O:6][C:7]2[CH:17]=[C:16]([F:18])[CH:15]=[CH:14][C:8]=2[C:9]([O:11][CH2:12][CH3:13])=[O:10])=[C:4]([Cl:21])[CH:3]=1.[B-](F)(F)(F)F.C1C=CN=CC=1.C1C=CN=CC=1.[IH2+:39]. Product: [NH2:1][C:2]1[C:20]([I:39])=[CH:19][C:5]([O:6][C:7]2[CH:17]=[C:16]([F:18])[CH:15]=[CH:14][C:8]=2[C:9]([O:11][CH2:12][CH3:13])=[O:10])=[C:4]([Cl:21])[CH:3]=1. The catalyst class is: 96. (2) Reactant: [CH3:1][C:2]1[CH:7]=[CH:6][C:5]([S:8][C:9]2[CH:14]=[CH:13][C:12]([S:15]([N:18]([CH2:30][CH2:31][N:32]3[CH2:37][CH2:36][O:35][CH2:34][CH2:33]3)[C@@H:19]([C:23]([O:25]C(C)(C)C)=[O:24])[CH:20]([CH3:22])[CH3:21])(=[O:17])=[O:16])=[CH:11][CH:10]=2)=[CH:4][CH:3]=1.[ClH:38]. Product: [ClH:38].[CH3:1][C:2]1[CH:3]=[CH:4][C:5]([S:8][C:9]2[CH:10]=[CH:11][C:12]([S:15]([N:18]([CH2:30][CH2:31][N:32]3[CH2:37][CH2:36][O:35][CH2:34][CH2:33]3)[C@@H:19]([C:23]([OH:25])=[O:24])[CH:20]([CH3:22])[CH3:21])(=[O:17])=[O:16])=[CH:13][CH:14]=2)=[CH:6][CH:7]=1. The catalyst class is: 6.